From a dataset of Catalyst prediction with 721,799 reactions and 888 catalyst types from USPTO. Predict which catalyst facilitates the given reaction. (1) Reactant: [F-].C([N+](CCCC)(CCCC)CCCC)CCC.[Si]([O:26][CH2:27][C:28]1[CH:29]=[C:30]([C:34]2[CH:35]=[CH:36][C:37]3[N:38]([CH:40]=[C:41]([C:43]4[CH:51]=[C:50]5[C:46]([CH:47]=[CH:48][NH:49]5)=[CH:45][CH:44]=4)[N:42]=3)[CH:39]=2)[CH:31]=[CH:32][CH:33]=1)(C(C)(C)C)(C)C. Product: [NH:49]1[C:50]2[C:46](=[CH:45][CH:44]=[C:43]([C:41]3[N:42]=[C:37]4[CH:36]=[CH:35][C:34]([C:30]5[CH:29]=[C:28]([CH2:27][OH:26])[CH:33]=[CH:32][CH:31]=5)=[CH:39][N:38]4[CH:40]=3)[CH:51]=2)[CH:47]=[CH:48]1. The catalyst class is: 7. (2) Reactant: [OH:1][C:2]1[CH:7]=[CH:6][C:5]([NH:8][C:9](=[O:11])[CH3:10])=[CH:4][CH:3]=1.[Br:12][CH2:13][C:14](Cl)=[O:15]. The catalyst class is: 1. Product: [Br:12][CH2:13][C:14]([O:1][C:2]1[CH:3]=[CH:4][C:5]([NH:8][C:9](=[O:11])[CH3:10])=[CH:6][CH:7]=1)=[O:15]. (3) Reactant: [Cl:1][C:2]1[CH:9]=[CH:8][C:5]([CH2:6]Cl)=[C:4]([I:10])[CH:3]=1.[C-:11]#[N:12].[Na+].C1OCCOCCOCCOCCOCCOC1. Product: [Cl:1][C:2]1[CH:9]=[CH:8][C:5]([CH2:6][C:11]#[N:12])=[C:4]([I:10])[CH:3]=1. The catalyst class is: 10. (4) The catalyst class is: 4. Product: [CH2:1]([N:3]([CH2:4][C:5]([CH2:11][NH:12][C:13]1[CH:21]=[CH:20][CH:19]=[C:18]2[C:14]=1[CH:15]=[N:16][N:17]2[C:22]1[CH:23]=[CH:24][C:25]([F:28])=[CH:26][CH:27]=1)([OH:10])[C:6]([F:8])([F:9])[F:7])[C:41](=[O:42])[C:40]1[C:44]([CH3:48])=[CH:45][CH:46]=[CH:47][C:39]=1[CH3:38])[CH3:2]. Reactant: [CH2:1]([NH:3][CH2:4][C:5]([CH2:11][NH:12][C:13]1[CH:21]=[CH:20][CH:19]=[C:18]2[C:14]=1[CH:15]=[N:16][N:17]2[C:22]1[CH:27]=[CH:26][C:25]([F:28])=[CH:24][CH:23]=1)([OH:10])[C:6]([F:9])([F:8])[F:7])[CH3:2].C(N(CC)C(C)C)(C)C.[CH3:38][C:39]1[CH:47]=[CH:46][CH:45]=[C:44]([CH3:48])[C:40]=1[C:41](Cl)=[O:42]. (5) Reactant: Cl[C:2]1[N:11]=[C:10]2[C:5]([CH:6]=[C:7]([C:16]([O:18][CH2:19][CH3:20])=[O:17])[C:8]([C:12]([F:15])([F:14])[F:13])=[N:9]2)=[CH:4][CH:3]=1.[O-:21][CH2:22][CH3:23].[Na+]. Product: [CH2:22]([O:21][C:2]1[N:11]=[C:10]2[C:5]([CH:6]=[C:7]([C:16]([O:18][CH2:19][CH3:20])=[O:17])[C:8]([C:12]([F:15])([F:14])[F:13])=[N:9]2)=[CH:4][CH:3]=1)[CH3:23]. The catalyst class is: 40. (6) Reactant: [Li+].[OH-].C([O:5][C:6]([C:8]1[S:9][C:10]([C:14]2[CH2:18][C:17]([C:23]3[CH:28]=[C:27]([Cl:29])[CH:26]=[C:25]([Cl:30])[CH:24]=3)([C:19]([F:22])([F:21])[F:20])[O:16][N:15]=2)=[CH:11][C:12]=1[CH3:13])=[O:7])C.Cl. Product: [Cl:30][C:25]1[CH:24]=[C:23]([C:17]2([C:19]([F:20])([F:22])[F:21])[O:16][N:15]=[C:14]([C:10]3[S:9][C:8]([C:6]([OH:7])=[O:5])=[C:12]([CH3:13])[CH:11]=3)[CH2:18]2)[CH:28]=[C:27]([Cl:29])[CH:26]=1. The catalyst class is: 20.